This data is from Full USPTO retrosynthesis dataset with 1.9M reactions from patents (1976-2016). The task is: Predict the reactants needed to synthesize the given product. (1) Given the product [CH3:64][Sn:65]([CH3:67])([CH3:66])[C:26]1[S:25][C:24]2[C:12]([O:11][CH2:10][CH:9]([CH2:1][CH2:2][CH2:3][CH2:4][CH2:5][CH2:6][CH2:7][CH3:8])[CH2:49][CH2:50][CH2:51][CH2:52][CH2:53][CH2:54][CH2:55][CH2:56][CH2:57][CH3:58])=[C:13]3[C:21](=[CH:22][C:23]=2[CH:27]=1)[C:20]([O:28][CH2:29][CH:30]([CH2:41][CH2:42][CH2:43][CH2:44][CH2:45][CH2:46][CH2:47][CH3:48])[CH2:31][CH2:32][CH2:33][CH2:34][CH2:35][CH2:36][CH2:37][CH2:38][CH2:39][CH3:40])=[C:16]1[S:17][C:18]([Sn:65]([CH3:67])([CH3:66])[CH3:64])=[CH:19][C:15]1=[CH:14]3, predict the reactants needed to synthesize it. The reactants are: [CH2:1]([CH:9]([CH2:49][CH2:50][CH2:51][CH2:52][CH2:53][CH2:54][CH2:55][CH2:56][CH2:57][CH3:58])[CH2:10][O:11][C:12]1[C:13]2[C:21]([CH:22]=[C:23]3[CH:27]=[CH:26][S:25][C:24]=13)=[C:20]([O:28][CH2:29][CH:30]([CH2:41][CH2:42][CH2:43][CH2:44][CH2:45][CH2:46][CH2:47][CH3:48])[CH2:31][CH2:32][CH2:33][CH2:34][CH2:35][CH2:36][CH2:37][CH2:38][CH2:39][CH3:40])[C:16]1[S:17][CH:18]=[CH:19][C:15]=1[CH:14]=2)[CH2:2][CH2:3][CH2:4][CH2:5][CH2:6][CH2:7][CH3:8].C([Li])CCC.[CH3:64][Sn:65](Cl)([CH3:67])[CH3:66].O. (2) Given the product [Cl:1][C:2]1[C:3]([C:23]2[N:27]3[CH:28]=[CH:29][CH:30]=[CH:31][C:26]3=[N:25][CH:24]=2)=[N:4][C:5]([NH:8][C:9]2[CH:14]=[CH:13][C:12]([N:15]3[CH2:16][CH2:17][N:18]([C:32](=[O:35])[CH2:33][CH3:34])[CH2:19][CH2:20]3)=[CH:11][C:10]=2[O:21][CH3:22])=[N:6][CH:7]=1, predict the reactants needed to synthesize it. The reactants are: [Cl:1][C:2]1[C:3]([C:23]2[N:27]3[CH:28]=[CH:29][CH:30]=[CH:31][C:26]3=[N:25][CH:24]=2)=[N:4][C:5]([NH:8][C:9]2[CH:14]=[CH:13][C:12]([N:15]3[CH2:20][CH2:19][NH:18][CH2:17][CH2:16]3)=[CH:11][C:10]=2[O:21][CH3:22])=[N:6][CH:7]=1.[C:32](Cl)(=[O:35])[CH2:33][CH3:34].